This data is from Catalyst prediction with 721,799 reactions and 888 catalyst types from USPTO. The task is: Predict which catalyst facilitates the given reaction. (1) Reactant: Cl.[NH:2]1[CH:6]=[C:5]([CH2:7][C:8]([OH:10])=[O:9])[N:4]=[CH:3]1.S(=O)(=O)(O)O. Product: [NH:2]1[CH:6]=[C:5]([CH2:7][C:8]([OH:10])=[O:9])[N:4]=[CH:3]1. The catalyst class is: 5. (2) Reactant: [CH2:1]([N:4]([CH2:19][CH2:20][CH3:21])[CH2:5][CH2:6][CH2:7][CH2:8][NH:9][CH2:10][C:11]1[CH:18]=[CH:17][C:14]([C:15]#[N:16])=[CH:13][CH:12]=1)[CH2:2][CH3:3].C=O.[C:24]([BH3-])#N.[Na+].[OH-].[Na+]. Product: [CH2:19]([N:4]([CH2:1][CH2:2][CH3:3])[CH2:5][CH2:6][CH2:7][CH2:8][N:9]([CH2:10][C:11]1[CH:12]=[CH:13][C:14]([C:15]#[N:16])=[CH:17][CH:18]=1)[CH3:24])[CH2:20][CH3:21]. The catalyst class is: 130. (3) Reactant: Cl[CH2:2][C:3]([N:5]1[CH2:10][CH2:9][N:8]([C:11]2[CH:16]=[CH:15][C:14]([Cl:17])=[C:13]([O:18][CH3:19])[CH:12]=2)[CH2:7][CH2:6]1)=[O:4].[Cl:20][C:21]1[CH:31]=[CH:30][C:24]2[N:25]([CH3:29])[C:26](=[O:28])[NH:27][C:23]=2[CH:22]=1.C([O-])([O-])=O.[K+].[K+]. Product: [Cl:20][C:21]1[CH:31]=[CH:30][C:24]2[N:25]([CH3:29])[C:26](=[O:28])[N:27]([CH2:2][C:3]([N:5]3[CH2:10][CH2:9][N:8]([C:11]4[CH:16]=[CH:15][C:14]([Cl:17])=[C:13]([O:18][CH3:19])[CH:12]=4)[CH2:7][CH2:6]3)=[O:4])[C:23]=2[CH:22]=1. The catalyst class is: 37. (4) Reactant: S(=O)(=O)(O)O.O[C@@:7]12[C@@H:24]3[C@H:15]([C@H:16]4[C@@:20]([CH2:22][CH2:23]3)([CH3:21])[C:19](=[O:25])[CH2:18][CH2:17]4)[C@H:14]([CH3:26])[CH2:13][C:12]1=[CH:11][C:10](=[O:27])[CH2:9][CH2:8]2.C(OCC)(=O)C.CCCCCC. Product: [CH3:26][C@@H:14]1[CH2:13][C:12]2[C:7]([CH2:8][CH2:9][C:10](=[O:27])[CH:11]=2)=[C:24]2[C@@H:15]1[C@H:16]1[C@@:20]([CH2:22][CH2:23]2)([CH3:21])[C:19](=[O:25])[CH2:18][CH2:17]1. The catalyst class is: 2. (5) Reactant: [F:1][C:2]([F:11])([F:10])[CH2:3][CH2:4][CH:5]([C:8]#[N:9])[C:6]#[N:7].C(=O)([O-])[O-].[K+].[K+].[Cl:18][C:19]1[CH:20]=[C:21]([CH2:26]Br)[CH:22]=[N:23][C:24]=1[Cl:25]. Product: [Cl:18][C:19]1[CH:20]=[C:21]([CH2:26][C:5]([CH2:4][CH2:3][C:2]([F:10])([F:11])[F:1])([C:8]#[N:9])[C:6]#[N:7])[CH:22]=[N:23][C:24]=1[Cl:25]. The catalyst class is: 9. (6) The catalyst class is: 1. Product: [Br:10][C:7]1[CH:8]=[CH:9][C:4]([C:3]2[CH2:31][C:26]([C:21]3[CH:22]=[C:23]([Cl:25])[CH:24]=[C:19]([Cl:18])[CH:20]=3)([C:27]([F:28])([F:30])[F:29])[CH2:13][N:12]=2)=[CH:5][C:6]=1[CH3:11]. Reactant: CS[C:3](=[N:12][CH2:13][Si](C)(C)C)[C:4]1[CH:9]=[CH:8][C:7]([Br:10])=[C:6]([CH3:11])[CH:5]=1.[Cl:18][C:19]1[CH:20]=[C:21]([C:26](=[CH2:31])[C:27]([F:30])([F:29])[F:28])[CH:22]=[C:23]([Cl:25])[CH:24]=1.[F-].C([N+](CCCC)(CCCC)CCCC)CCC.